This data is from Full USPTO retrosynthesis dataset with 1.9M reactions from patents (1976-2016). The task is: Predict the reactants needed to synthesize the given product. (1) Given the product [CH:1]1([CH2:4][O:5][C:6]2[N:11]=[C:10]([C:12]([N:26]3[CH2:27][C@@H:23]([OH:22])[CH2:24][C@H:25]3[C:28]([NH2:30])=[O:29])=[O:14])[CH:9]=[CH:8][C:7]=2[N:15]2[CH2:18][C:17]([F:20])([F:19])[CH2:16]2)[CH2:2][CH2:3]1, predict the reactants needed to synthesize it. The reactants are: [CH:1]1([CH2:4][O:5][C:6]2[N:11]=[C:10]([C:12]([OH:14])=O)[CH:9]=[CH:8][C:7]=2[N:15]2[CH2:18][C:17]([F:20])([F:19])[CH2:16]2)[CH2:3][CH2:2]1.Cl.[OH:22][C@@H:23]1[CH2:27][NH:26][C@H:25]([C:28]([NH2:30])=[O:29])[CH2:24]1.CN(C(ON1N=NC2C=CC=CC1=2)=[N+](C)C)C.[B-](F)(F)(F)F.CCN(C(C)C)C(C)C. (2) Given the product [Br:1][C:2]1[C:3]([CH3:12])=[C:4]([C:8]([F:11])=[CH:9][CH:10]=1)[C:5]([N:20]([CH2:21][CH2:22][OH:23])[CH2:19][C:18]1[CH:17]=[CH:16][C:15]([O:14][CH3:13])=[CH:25][CH:24]=1)=[O:7], predict the reactants needed to synthesize it. The reactants are: [Br:1][C:2]1[C:3]([CH3:12])=[C:4]([C:8]([F:11])=[CH:9][CH:10]=1)[C:5]([OH:7])=O.[CH3:13][O:14][C:15]1[CH:25]=[CH:24][C:18]([CH2:19][NH:20][CH2:21][CH2:22][OH:23])=[CH:17][CH:16]=1.CCN(C(C)C)C(C)C.CN(C(ON1N=NC2C=CC=NC1=2)=[N+](C)C)C.F[P-](F)(F)(F)(F)F. (3) The reactants are: [NH:1]1[CH2:4][CH:3]([C:5]([N:7]2[CH2:13][CH2:12][CH2:11][N:10]([CH:14]3[CH2:17][CH2:16][CH2:15]3)[CH2:9][CH2:8]2)=[O:6])[CH2:2]1.[CH2:18]1[CH2:23][CH2:22][CH:21]([CH2:24][N:25]=[C:26]=[O:27])[CH2:20][CH2:19]1. Given the product [NH3:1].[CH:14]1([N:10]2[CH2:11][CH2:12][CH2:13][N:7]([C:5]([CH:3]3[CH2:2][N:1]([C:26]([NH:25][CH2:24][CH:21]4[CH2:22][CH2:23][CH2:18][CH2:19][CH2:20]4)=[O:27])[CH2:4]3)=[O:6])[CH2:8][CH2:9]2)[CH2:17][CH2:16][CH2:15]1, predict the reactants needed to synthesize it. (4) The reactants are: [CH2:1]([O:8][C:9](=[O:41])[NH:10][CH:11]([CH3:40])[CH:12]([NH:22][S:23]([C:26]1[CH:31]=[CH:30][C:29]([O:32][CH2:33][C:34]2[CH:39]=[CH:38][CH:37]=[CH:36][CH:35]=2)=[CH:28][CH:27]=1)(=[O:25])=[O:24])[C:13]12[O:20][CH2:19][C:16]([CH3:21])([CH2:17][O:18]1)[CH2:15][O:14]2)[C:2]1[CH:7]=[CH:6][CH:5]=[CH:4][CH:3]=1.C(=O)([O-])[O-].[Cs+].[Cs+].Br[CH2:49][C:50]([O:52][CH3:53])=[O:51]. Given the product [CH3:53][O:52][C:50](=[O:51])[CH2:49][N:22]([S:23]([C:26]1[CH:27]=[CH:28][C:29]([O:32][CH2:33][C:34]2[CH:39]=[CH:38][CH:37]=[CH:36][CH:35]=2)=[CH:30][CH:31]=1)(=[O:25])=[O:24])[CH:12]([C:13]12[O:20][CH2:19][C:16]([CH3:21])([CH2:17][O:18]1)[CH2:15][O:14]2)[CH:11]([NH:10][C:9]([O:8][CH2:1][C:2]1[CH:7]=[CH:6][CH:5]=[CH:4][CH:3]=1)=[O:41])[CH3:40], predict the reactants needed to synthesize it. (5) Given the product [CH3:11][C:5]1[CH:6]=[C:7]([N+:8]([O-:10])=[O:9])[C:2]([NH:19][C:20]2[CH:21]=[C:22]([CH3:26])[CH:23]=[CH:24][CH:25]=2)=[N:3][CH:4]=1, predict the reactants needed to synthesize it. The reactants are: Cl[C:2]1[C:7]([N+:8]([O-:10])=[O:9])=[CH:6][C:5]([CH3:11])=[CH:4][N:3]=1.C(N(CC)CC)C.[NH2:19][C:20]1[CH:25]=[CH:24][CH:23]=[C:22]([CH3:26])[CH:21]=1. (6) Given the product [CH3:21][CH2:20][OH:19].[CH3:3][CH:2]([CH2:4][N:5]([S:29]([C:32]1[CH:37]=[CH:36][C:35]([NH2:38])=[CH:34][CH:33]=1)(=[O:31])=[O:30])[CH2:6][C@@H:7]([OH:28])[C@@H:8]([NH:16][C:17]([O:19][C@@H:20]1[C@@H:24]2[CH2:25][CH2:26][O:27][C@@H:23]2[O:22][CH2:21]1)=[O:18])[CH2:9][C:10]1[CH:15]=[CH:14][CH:13]=[CH:12][CH:11]=1)[CH3:1], predict the reactants needed to synthesize it. The reactants are: [CH3:1][CH:2]([CH2:4][N:5]([S:29]([C:32]1[CH:33]=[CH:34][C:35]([NH2:38])=[CH:36][CH:37]=1)(=[O:31])=[O:30])[CH2:6][C@@H:7]([OH:28])[C@@H:8]([NH:16][C:17]([O:19][C@@H:20]1[C@@H:24]2[CH2:25][CH2:26][O:27][C@@H:23]2[O:22][CH2:21]1)=[O:18])[CH2:9][C:10]1[CH:11]=[CH:12][CH:13]=[CH:14][CH:15]=1)[CH3:3].C. (7) Given the product [N:47]1([CH2:52][C@@H:53]2[CH2:57][CH2:56][CH2:55][N:54]2[C:29]2[N:34]=[CH:33][N:32]=[C:31]([NH:35][C:36]3[CH:37]=[C:38]([CH2:42][S:43]([NH2:46])(=[O:45])=[O:44])[CH:39]=[CH:40][CH:41]=3)[N:30]=2)[CH2:51][CH2:50][CH2:49][CH2:48]1, predict the reactants needed to synthesize it. The reactants are: COCC1CCCCN1C1N=CN=C(NC2C=C(CS(N)(=O)=O)C=CC=2)N=1.Cl[C:29]1[N:34]=[CH:33][N:32]=[C:31]([NH:35][C:36]2[CH:37]=[C:38]([CH2:42][S:43]([NH2:46])(=[O:45])=[O:44])[CH:39]=[CH:40][CH:41]=2)[N:30]=1.[N:47]1([CH2:52][C@@H:53]2[CH2:57][CH2:56][CH2:55][NH:54]2)[CH2:51][CH2:50][CH2:49][CH2:48]1.